This data is from Full USPTO retrosynthesis dataset with 1.9M reactions from patents (1976-2016). The task is: Predict the reactants needed to synthesize the given product. Given the product [CH:6]([C@H:9]1[CH2:13][O:12][C:11](=[O:14])[N:10]1[C:23](=[O:24])[CH2:22][CH2:21][C:15]1[CH:20]=[CH:19][CH:18]=[CH:17][CH:16]=1)([CH3:8])[CH3:7], predict the reactants needed to synthesize it. The reactants are: C([Li])CCC.[CH:6]([C@H:9]1[CH2:13][O:12][C:11](=[O:14])[NH:10]1)([CH3:8])[CH3:7].[C:15]1([CH2:21][CH2:22][C:23](Cl)=[O:24])[CH:20]=[CH:19][CH:18]=[CH:17][CH:16]=1.[Cl-].[NH4+].